This data is from Reaction yield outcomes from USPTO patents with 853,638 reactions. The task is: Predict the reaction yield, written as a fraction of the theoretical maximum amount of product (1.0 means a 100% yield; for example, 0.34 means a 34% yield). (1) The reactants are N[C:2]1[CH:7]=[CH:6][C:5]([CH2:8][OH:9])=[CH:4][CH:3]=1.[ClH:10].N([O-])=O.[Na+].[C:15]([O:19][CH3:20])(=[O:18])[CH:16]=[CH2:17]. The catalyst is CC(C)=O.CO.O.C([O-])(O)=O.[Na+].[Cu]I. The product is [CH3:20][O:19][C:15](=[O:18])[CH:16]([Cl:10])[CH2:17][C:2]1[CH:7]=[CH:6][C:5]([CH2:8][OH:9])=[CH:4][CH:3]=1. The yield is 0.320. (2) The reactants are [Br:1][C:2]1[C:14](=[O:15])[N:13]([CH:16]2[CH2:20][CH2:19][CH2:18][CH2:17]2)[C:5]2[N:6]=[C:7](S(C)=O)[N:8]=[CH:9][C:4]=2[CH:3]=1.[NH2:21][C:22]1[CH:27]=[CH:26][CH:25]=[CH:24][N:23]=1. No catalyst specified. The product is [Br:1][C:2]1[C:14](=[O:15])[N:13]([CH:16]2[CH2:20][CH2:19][CH2:18][CH2:17]2)[C:5]2[N:6]=[C:7]([NH:21][C:22]3[CH:27]=[CH:26][CH:25]=[CH:24][N:23]=3)[N:8]=[CH:9][C:4]=2[CH:3]=1. The yield is 0.370.